This data is from Peptide-MHC class II binding affinity with 134,281 pairs from IEDB. The task is: Regression. Given a peptide amino acid sequence and an MHC pseudo amino acid sequence, predict their binding affinity value. This is MHC class II binding data. (1) The peptide sequence is GLLQIVDKIDAAFKI. The MHC is DRB3_0101 with pseudo-sequence DRB3_0101. The binding affinity (normalized) is 0.777. (2) The binding affinity (normalized) is 0.324. The peptide sequence is RVPEDLLAMVVAVEQ. The MHC is HLA-DQA10501-DQB10301 with pseudo-sequence HLA-DQA10501-DQB10301.